Dataset: Forward reaction prediction with 1.9M reactions from USPTO patents (1976-2016). Task: Predict the product of the given reaction. (1) Given the reactants [N+:1]([C:4]1[CH:9]=[CH:8][CH:7]=[CH:6][C:5]=1[CH2:10][C:11]([OH:13])=O)([O-:3])=[O:2].[CH2:14]([C:18]1([C:28]2[CH:33]=[CH:32][CH:31]=[CH:30][CH:29]=2)[C:22]2[CH2:23][NH:24][CH2:25][CH2:26][C:21]=2[C:20](=[O:27])[O:19]1)[CH:15]([CH3:17])[CH3:16].CCN(C(C)C)C(C)C.CN([P+](ON1N=NC2C=CC=CC1=2)(N(C)C)N(C)C)C.F[P-](F)(F)(F)(F)F, predict the reaction product. The product is: [CH2:14]([C:18]1([C:28]2[CH:33]=[CH:32][CH:31]=[CH:30][CH:29]=2)[C:22]2[CH2:23][N:24]([C:11](=[O:13])[CH2:10][C:5]3[CH:6]=[CH:7][CH:8]=[CH:9][C:4]=3[N+:1]([O-:3])=[O:2])[CH2:25][CH2:26][C:21]=2[C:20](=[O:27])[O:19]1)[CH:15]([CH3:17])[CH3:16]. (2) Given the reactants [C:1]1([C:7](=O)[CH2:8][C:9]2[CH:14]=[CH:13][CH:12]=[CH:11][CH:10]=2)[CH:6]=[CH:5][CH:4]=[CH:3][CH:2]=1.[CH2:16]([O:18][C:19]1[CH:20]=[C:21]([CH:24]=[C:25]([N+:28]([O-:30])=[O:29])[C:26]=1[OH:27])[CH:22]=O)[CH3:17].[CH3:31][C:32]1(C)[O:39]C(=O)CC(=O)O1.C([O-])(=O)C.[NH4+:45], predict the reaction product. The product is: [CH2:16]([O:18][C:19]1[CH:20]=[C:21]([CH:22]2[C:8]([C:9]3[CH:14]=[CH:13][CH:12]=[CH:11][CH:10]=3)=[C:7]([C:1]3[CH:6]=[CH:5][CH:4]=[CH:3][CH:2]=3)[NH:45][C:32](=[O:39])[CH2:31]2)[CH:24]=[C:25]([N+:28]([O-:30])=[O:29])[C:26]=1[OH:27])[CH3:17].